Predict the reactants needed to synthesize the given product. From a dataset of Full USPTO retrosynthesis dataset with 1.9M reactions from patents (1976-2016). (1) Given the product [O:24]1[C:28]([C:29]([N:3]2[CH2:4][CH:5]3[C:1]([C:7]4[CH:8]=[CH:9][C:10]([N:13]5[CH2:17][C@H:16]([CH2:18][NH:19][C:20](=[O:22])[CH3:21])[O:15][C:14]5=[O:23])=[CH:11][CH:12]=4)([CH2:6]3)[CH2:2]2)=[O:30])=[CH:27][CH:26]=[N:25]1, predict the reactants needed to synthesize it. The reactants are: [C:1]12([C:7]3[CH:12]=[CH:11][C:10]([N:13]4[CH2:17][C@H:16]([CH2:18][NH:19][C:20](=[O:22])[CH3:21])[O:15][C:14]4=[O:23])=[CH:9][CH:8]=3)[CH2:6][CH:5]1[CH2:4][NH:3][CH2:2]2.[O:24]1[C:28]([C:29](O)=[O:30])=[CH:27][CH:26]=[N:25]1.C(Cl)CCl.C1C=CC2N(O)N=NC=2C=1.CN1CCOCC1. (2) Given the product [Cl:1][C:2]1[CH:3]=[CH:4][C:5]2[N:11]3[CH:12]=[CH:13][CH:14]=[C:10]3[C@@H:9]([CH2:15][CH2:16][C:17]([N:19]3[CH2:25][CH2:24][CH2:23][N:22]([CH2:26][C:27]([OH:29])=[O:28])[C:21](=[O:32])[CH2:20]3)=[O:18])[O:8][C@H:7]([C:33]3[CH:38]=[CH:37][CH:36]=[C:35]([O:39][CH3:40])[C:34]=3[O:41][CH3:42])[C:6]=2[CH:43]=1, predict the reactants needed to synthesize it. The reactants are: [Cl:1][C:2]1[CH:3]=[CH:4][C:5]2[N:11]3[CH:12]=[CH:13][CH:14]=[C:10]3[C@@H:9]([CH2:15][CH2:16][C:17]([N:19]3[CH2:25][CH2:24][CH2:23][N:22]([CH2:26][C:27]([O:29]CC)=[O:28])[C:21](=[O:32])[CH2:20]3)=[O:18])[O:8][C@H:7]([C:33]3[CH:38]=[CH:37][CH:36]=[C:35]([O:39][CH3:40])[C:34]=3[O:41][CH3:42])[C:6]=2[CH:43]=1.O1CCCC1.C(=O)([O-])[O-].[K+].[K+].C(O)(=O)CC(CC(O)=O)(C(O)=O)O. (3) Given the product [CH3:17][CH:15]([Si:4]([CH:18]([CH3:20])[CH3:19])([CH:2]([CH3:3])[CH3:1])[O:5]/[C:27](/[CH3:31])=[CH:28]/[CH2:29][OH:30])[CH3:16], predict the reactants needed to synthesize it. The reactants are: [CH3:1][CH:2]([Si:4]([CH:18]([CH3:20])[CH3:19])([CH:15]([CH3:17])[CH3:16])[O:5]C/C(/C)=C/C(OCC)=O)[CH3:3].[H-].[Al+3].[Li+].[H-].[H-].[H-].[CH2:27]1[CH2:31][O:30][CH2:29][CH2:28]1.C(C(C(C([O-])=O)O)O)([O-])=O.[Na+].[K+]. (4) Given the product [C:9]([C:2]1[CH:3]=[CH:4][CH:5]=[C:6]([C:18]([CH3:17])([CH3:13])[CH3:21])[C:1]=1[OH:7])([CH3:10])([CH3:8])[CH3:11], predict the reactants needed to synthesize it. The reactants are: [C:1]1([OH:7])[CH:6]=[CH:5][CH:4]=[CH:3][CH:2]=1.[CH3:8][C:9](=[CH2:11])[CH3:10].[O-][C:13]1[CH:18]=[CH:17][CH:17]=[CH:18][CH:13]=1.[Al+3].[O-][C:21]1[CH:21]=[CH:17][CH:18]=[CH:13][CH:21]=1.[O-][C:18]1[CH:17]=CC=[CH:21][CH:13]=1. (5) Given the product [Cl:1][C:2]1[C:10]([F:11])=[CH:9][CH:8]=[CH:7][C:3]=1[C:4]([NH:26][CH2:25][C:19]1([C:16]2[CH:17]=[N:18][C:13]([CH3:12])=[N:14][CH:15]=2)[CH2:24][CH2:23][O:22][CH2:21][CH2:20]1)=[O:6], predict the reactants needed to synthesize it. The reactants are: [Cl:1][C:2]1[C:10]([F:11])=[CH:9][CH:8]=[CH:7][C:3]=1[C:4]([OH:6])=O.[CH3:12][C:13]1[N:18]=[CH:17][C:16]([C:19]2([CH2:25][NH2:26])[CH2:24][CH2:23][O:22][CH2:21][CH2:20]2)=[CH:15][N:14]=1.